This data is from Reaction yield outcomes from USPTO patents with 853,638 reactions. The task is: Predict the reaction yield, written as a fraction of the theoretical maximum amount of product (1.0 means a 100% yield; for example, 0.34 means a 34% yield). (1) The reactants are [Br:1][C:2]1[CH:3]=[C:4]2[C:9](=[CH:10][CH:11]=1)[N:8]=[CH:7][C:6]([C:12]([CH:14]1[CH2:16][CH2:15]1)=[O:13])=[C:5]2Cl.[NH2:18][C:19]1[CH:20]=[N:21][C:22]([N:25]2[CH2:30][CH2:29][CH2:28][CH:27]([NH:31][C:32](=[O:38])[O:33][C:34]([CH3:37])([CH3:36])[CH3:35])[CH2:26]2)=[N:23][CH:24]=1. No catalyst specified. The product is [Br:1][C:2]1[CH:3]=[C:4]2[C:9](=[CH:10][CH:11]=1)[N:8]=[CH:7][C:6]([C:12]([CH:14]1[CH2:16][CH2:15]1)=[O:13])=[C:5]2[NH:18][C:19]1[CH:24]=[N:23][C:22]([N:25]2[CH2:30][CH2:29][CH2:28][CH:27]([NH:31][C:32](=[O:38])[O:33][C:34]([CH3:36])([CH3:35])[CH3:37])[CH2:26]2)=[N:21][CH:20]=1. The yield is 0.800. (2) The reactants are C(=O)([O-])[O-].[Cs+].[Cs+].Cl[C:8]1[N:9]=[C:10]2[C:16]([C:17]3[CH:22]=[CH:21][CH:20]=[CH:19][CH:18]=3)=[C:15]([C:23]3[CH:28]=[CH:27][C:26]([C:29]4([NH:33][C:34](=[O:40])[O:35][C:36]([CH3:39])([CH3:38])[CH3:37])[CH2:32][CH2:31][CH2:30]4)=[CH:25][CH:24]=3)[O:14][C:11]2=[N:12][CH:13]=1.[C:41]([C:44]1[CH:45]=[C:46](B(O)O)[CH:47]=[CH:48][CH:49]=1)(=[O:43])[NH2:42]. The catalyst is O.O1CCOCC1. The product is [C:41]([C:44]1[CH:49]=[C:48]([C:8]2[N:9]=[C:10]3[C:16]([C:17]4[CH:22]=[CH:21][CH:20]=[CH:19][CH:18]=4)=[C:15]([C:23]4[CH:24]=[CH:25][C:26]([C:29]5([NH:33][C:34](=[O:40])[O:35][C:36]([CH3:39])([CH3:38])[CH3:37])[CH2:32][CH2:31][CH2:30]5)=[CH:27][CH:28]=4)[O:14][C:11]3=[N:12][CH:13]=2)[CH:47]=[CH:46][CH:45]=1)(=[O:43])[NH2:42]. The yield is 0.840.